From a dataset of Catalyst prediction with 721,799 reactions and 888 catalyst types from USPTO. Predict which catalyst facilitates the given reaction. Reactant: [C:1]1([C:7]2[CH:16]=[CH:15][CH:14]=[C:13]3[C:8]=2[CH:9]=[CH:10][N:11]=[CH:12]3)[CH:6]=[CH:5][CH:4]=[CH:3][CH:2]=1.ClC1C=CC=C(C(OO)=[O:25])C=1.C(OCC)(=O)C. Product: [C:1]1([C:7]2[CH:16]=[CH:15][CH:14]=[C:13]3[C:8]=2[CH:9]=[CH:10][N+:11]([O-:25])=[CH:12]3)[CH:2]=[CH:3][CH:4]=[CH:5][CH:6]=1. The catalyst class is: 4.